Task: Predict which catalyst facilitates the given reaction.. Dataset: Catalyst prediction with 721,799 reactions and 888 catalyst types from USPTO Reactant: [Br:1][C:2]1[CH:7]=[CH:6][C:5]([CH:8]([C:11]([CH:13]2[CH2:15][CH2:14]2)=O)[C:9]#[N:10])=[CH:4][C:3]=1[O:16][CH3:17].Cl.[CH2:19]([NH:26][NH2:27])[C:20]1[CH:25]=[CH:24][CH:23]=[CH:22][CH:21]=1.C(O)(=O)C. Product: [CH2:19]([N:26]1[C:9]([NH2:10])=[C:8]([C:5]2[CH:6]=[CH:7][C:2]([Br:1])=[C:3]([O:16][CH3:17])[CH:4]=2)[C:11]([CH:13]2[CH2:15][CH2:14]2)=[N:27]1)[C:20]1[CH:25]=[CH:24][CH:23]=[CH:22][CH:21]=1. The catalyst class is: 32.